Dataset: Forward reaction prediction with 1.9M reactions from USPTO patents (1976-2016). Task: Predict the product of the given reaction. (1) The product is: [NH2:38][C:5]([CH:9]1[CH2:18][CH2:17][C:16]2[C:11](=[CH:12][CH:13]=[C:14]([CH2:19][CH2:20][CH2:21][CH2:22][CH2:23][CH2:24][CH2:25][CH3:26])[CH:15]=2)[CH2:10]1)([CH3:6])[C:4]([O:3][CH2:1][CH3:2])=[O:28]. Given the reactants [CH2:1]([O:3][C:4](=[O:28])[C:5](C)([CH:9]1[CH2:18][CH2:17][C:16]2[C:11](=[CH:12][CH:13]=[C:14]([CH2:19][CH2:20][CH2:21][CH2:22][CH2:23][CH2:24][CH2:25][CH3:26])[CH:15]=2)[CH2:10]1)[C:6](O)=O)[CH3:2].C1(C)C=CC=CC=1.C([N:38](CC)CC)C.C1C=CC(OP(OC2C=CC=CC=2)(N=[N+]=[N-])=O)=CC=1.C[Si](C)(C)[O-].[Na+], predict the reaction product. (2) Given the reactants [CH2:1]([O:8][C:9]1[CH:14]=[C:13]([C:15]([O:17][CH2:18][CH3:19])=[O:16])[CH:12]=[C:11]([O:20]CC)[C:10]=1[C:23]1[CH:28]=[CH:27][C:26]([F:29])=[CH:25][CH:24]=1)[C:2]1C=CC=CC=1.[H][H], predict the reaction product. The product is: [CH2:1]([O:8][C:9]1[CH:14]=[C:13]([C:15]([O:17][CH2:18][CH3:19])=[O:16])[CH:12]=[C:11]([OH:20])[C:10]=1[C:23]1[CH:24]=[CH:25][C:26]([F:29])=[CH:27][CH:28]=1)[CH3:2]. (3) The product is: [F:1][C:2]1[C:3]([C:9]2[N:13]([CH:14]3[CH2:19][CH2:18][O:17][CH2:16][CH2:15]3)[C:12]([CH3:20])=[N:11][CH:10]=2)=[N:4][C:5]([NH:8][C:22]2[CH:23]=[CH:24][C:25]([CH:28]([N:30]3[CH2:31][CH2:32][O:33][CH2:34][CH2:35]3)[CH3:29])=[CH:26][CH:27]=2)=[N:6][CH:7]=1. Given the reactants [F:1][C:2]1[C:3]([C:9]2[N:13]([CH:14]3[CH2:19][CH2:18][O:17][CH2:16][CH2:15]3)[C:12]([CH3:20])=[N:11][CH:10]=2)=[N:4][C:5]([NH2:8])=[N:6][CH:7]=1.Br[C:22]1[CH:27]=[CH:26][C:25]([CH:28]([N:30]2[CH2:35][CH2:34][O:33][CH2:32][CH2:31]2)[CH3:29])=[CH:24][CH:23]=1.CC(C1C=C(C(C)C)C(C2C=CC=CC=2P(C2CCCCC2)C2CCCCC2)=C(C(C)C)C=1)C.C([O-])([O-])=O.[Cs+].[Cs+], predict the reaction product. (4) The product is: [C:1]([O:5][C:6](=[O:7])[NH:8][CH2:9][C:10]1[CH:11]=[CH:12][C:13]([C:14](=[O:16])[NH:72][C:69]2[CH:70]=[CH:71][C:66]([NH:65][C:63]3[N:62]4[N:73]=[CH:74][CH:75]=[C:61]4[CH:60]=[C:59]([C:54]4[CH:53]=[CH:52][C:51]5[C:56](=[CH:57][CH:58]=[C:49]([O:48][CH2:41][C:42]6[CH:43]=[CH:44][CH:45]=[CH:46][CH:47]=6)[CH:50]=5)[CH:55]=4)[N:64]=3)=[CH:67][CH:68]=2)=[CH:17][CH:18]=1)([CH3:2])([CH3:3])[CH3:4]. Given the reactants [C:1]([O:5][C:6]([NH:8][CH2:9][C:10]1[CH:18]=[CH:17][C:13]([C:14]([OH:16])=O)=[CH:12][CH:11]=1)=[O:7])([CH3:4])([CH3:3])[CH3:2].ON1C2C=CC=CC=2N=N1.Cl.C(N=C=NCCCN(C)C)C.[CH2:41]([O:48][C:49]1[CH:50]=[C:51]2[C:56](=[CH:57][CH:58]=1)[CH:55]=[C:54]([C:59]1[N:64]=[C:63]([NH:65][C:66]3[CH:71]=[CH:70][C:69]([NH2:72])=[CH:68][CH:67]=3)[N:62]3[N:73]=[CH:74][CH:75]=[C:61]3[CH:60]=1)[CH:53]=[CH:52]2)[C:42]1[CH:47]=[CH:46][CH:45]=[CH:44][CH:43]=1, predict the reaction product.